Dataset: Reaction yield outcomes from USPTO patents with 853,638 reactions. Task: Predict the reaction yield, written as a fraction of the theoretical maximum amount of product (1.0 means a 100% yield; for example, 0.34 means a 34% yield). (1) The reactants are [O:1]=[C:2]1[CH2:6][N:5](C(OC(C)(C)C)=O)[C@H:4]([C:14]([O:16][CH2:17][C:18]2[CH:23]=[CH:22][CH:21]=[CH:20][CH:19]=2)=[O:15])[CH2:3]1.[ClH:24]. The catalyst is O1CCCC1.O1CCOCC1. The product is [ClH:24].[O:1]=[C:2]1[CH2:6][NH:5][C@H:4]([C:14]([O:16][CH2:17][C:18]2[CH:23]=[CH:22][CH:21]=[CH:20][CH:19]=2)=[O:15])[CH2:3]1. The yield is 1.00. (2) The reactants are I[C:2]1[C:7]2[O:8][C:9]3[CH:14]=[CH:13][CH:12]=[CH:11][C:10]=3[C:6]=2[CH:5]=[CH:4][CH:3]=1.P([O-])([O-])([O-])=O.[K+].[K+].[K+].[CH3:23][C:24]1(C)[C:28](C)(C)OB(C(C)=C)O1. The catalyst is C1(C)C=CC=CC=1.O.C1C=CC(/C=C/C(/C=C/C2C=CC=CC=2)=O)=CC=1.C1C=CC(/C=C/C(/C=C/C2C=CC=CC=2)=O)=CC=1.C1C=CC(/C=C/C(/C=C/C2C=CC=CC=2)=O)=CC=1.[Pd].[Pd].COC1C=CC=C(OC)C=1C1C=CC=CC=1P(C1CCCCC1)C1CCCCC1. The product is [CH2:23]=[C:24]([C:2]1[C:7]2[O:8][C:9]3[CH:14]=[CH:13][CH:12]=[CH:11][C:10]=3[C:6]=2[CH:5]=[CH:4][CH:3]=1)[CH3:28]. The yield is 0.820. (3) The reactants are [F:1][C:2]([F:13])([F:12])[C:3]1[CH:8]=[CH:7][C:6]([N:9]=[C:10]=[O:11])=[CH:5][CH:4]=1.[N+:14]([C:17]1[CH:22]=[CH:21][C:20]([N:23]2[CH2:28][CH2:27][CH2:26][CH:25]([NH:29][C@@H:30]3[CH2:35][CH2:34][CH2:33][CH2:32][C@H:31]3[NH2:36])[CH2:24]2)=[CH:19][CH:18]=1)([O-:16])=[O:15]. No catalyst specified. The product is [N+:14]([C:17]1[CH:18]=[CH:19][C:20]([N:23]2[CH2:28][CH2:27][CH2:26][C@H:25]([NH:29][C@@H:30]3[CH2:35][CH2:34][CH2:33][CH2:32][C@H:31]3[NH:36][C:10]([NH:9][C:6]3[CH:5]=[CH:4][C:3]([C:2]([F:12])([F:13])[F:1])=[CH:8][CH:7]=3)=[O:11])[CH2:24]2)=[CH:21][CH:22]=1)([O-:16])=[O:15]. The yield is 0.540. (4) The reactants are [F:1][C:2]1[CH:7]=[CH:6][C:5]([F:8])=[CH:4][C:3]=1[C:9]1[O:13][N:12]=[C:11]([C:14]([O-:16])=O)[N:10]=1.Cl.[Cl:18][C:19]1[CH:20]=[C:21]2[C:25](=[CH:26][CH:27]=1)[NH:24][CH:23]=[C:22]2[CH2:28][CH2:29][NH2:30].CN(C(ON1N=NC2C=CC=NC1=2)=[N+](C)C)C.F[P-](F)(F)(F)(F)F.C(N(CC)C(C)C)(C)C. The catalyst is C1COCC1.[OH-].[Na+].O.CN(C=O)C. The product is [Cl:18][C:19]1[CH:20]=[C:21]2[C:25](=[CH:26][CH:27]=1)[NH:24][CH:23]=[C:22]2[CH2:28][CH2:29][NH:30][C:14]([C:11]1[N:10]=[C:9]([C:3]2[CH:4]=[C:5]([F:8])[CH:6]=[CH:7][C:2]=2[F:1])[O:13][N:12]=1)=[O:16]. The yield is 0.120.